Dataset: Catalyst prediction with 721,799 reactions and 888 catalyst types from USPTO. Task: Predict which catalyst facilitates the given reaction. Reactant: [C:1]1([C:7]2[C:16]([C:17]3[CH:22]=[CH:21][CH:20]=[CH:19][CH:18]=3)=[N:15][C:14]3[C:9](=[CH:10][CH:11]=[CH:12][C:13]=3[N+:23]([O-])=O)[N:8]=2)[CH:6]=[CH:5][CH:4]=[CH:3][CH:2]=1. Product: [C:1]1([C:7]2[C:16]([C:17]3[CH:18]=[CH:19][CH:20]=[CH:21][CH:22]=3)=[N:15][C:14]3[C:9](=[CH:10][CH:11]=[CH:12][C:13]=3[NH2:23])[N:8]=2)[CH:2]=[CH:3][CH:4]=[CH:5][CH:6]=1. The catalyst class is: 12.